Dataset: Full USPTO retrosynthesis dataset with 1.9M reactions from patents (1976-2016). Task: Predict the reactants needed to synthesize the given product. (1) Given the product [Cl:21][C:22]1[N:23]=[C:24]([C:29]([NH:1][C@H:2]2[CH2:7][CH2:6][N:5]([C:8]3[CH:9]=[C:10]([C:15]([O:17][CH3:18])=[O:16])[C:11]([CH3:14])=[N:12][CH:13]=3)[CH2:4][C@H:3]2[O:19][CH3:20])=[O:30])[NH:25][C:26]=1[CH2:27][CH3:28], predict the reactants needed to synthesize it. The reactants are: [NH2:1][C@H:2]1[CH2:7][CH2:6][N:5]([C:8]2[CH:9]=[C:10]([C:15]([O:17][CH3:18])=[O:16])[C:11]([CH3:14])=[N:12][CH:13]=2)[CH2:4][C@H:3]1[O:19][CH3:20].[Cl:21][C:22]1[N:23]=[C:24]([C:29](O)=[O:30])[NH:25][C:26]=1[CH2:27][CH3:28].CCN=C=NCCCN(C)C.Cl.C1C=CC2N(O)N=NC=2C=1. (2) Given the product [CH:16]([O:15][CH:14]=[C:4]([C:3](=[O:11])[C:2]([F:12])([F:13])[F:1])[C:5]([O:7][CH:8]([CH3:10])[CH3:9])=[O:6])([CH3:18])[CH3:17], predict the reactants needed to synthesize it. The reactants are: [F:1][C:2]([F:13])([F:12])[C:3](=[O:11])[CH2:4][C:5]([O:7][CH:8]([CH3:10])[CH3:9])=[O:6].[CH:14](OC(C)C)(OC(C)C)[O:15][CH:16]([CH3:18])[CH3:17]. (3) Given the product [F:6][C:7]1[CH:12]=[C:11]([O:13][CH2:14][C:15]2[CH:20]=[CH:19][C:18]([F:21])=[CH:17][N:16]=2)[CH:10]=[CH:9][C:8]=1[CH2:22][C:23]1[CH:28]=[C:27]([C:29]2[C:30]([NH2:35])=[N:31][CH:32]=[CH:33][CH:34]=2)[O:25][N:24]=1, predict the reactants needed to synthesize it. The reactants are: O1CCCC1.[F:6][C:7]1[CH:12]=[C:11]([O:13][CH2:14][C:15]2[CH:20]=[CH:19][C:18]([F:21])=[CH:17][N:16]=2)[CH:10]=[CH:9][C:8]=1[CH2:22][C:23](Cl)=[N:24][OH:25].[C:27]([C:29]1[C:30]([NH2:35])=[N:31][CH:32]=[CH:33][CH:34]=1)#[CH:28].C(N(CC)CC)C. (4) Given the product [CH2:19]([O:21][C:22]1[CH:30]=[CH:29][CH:28]=[C:27]2[C:23]=1[CH2:24][CH2:25][N:26]2[C:15](=[O:17])[CH2:14][C:9]1[NH:10][C:11](=[O:13])[CH:12]=[C:7]([N:1]2[CH2:2][CH2:3][O:4][CH2:5][CH2:6]2)[N:8]=1)[CH3:20], predict the reactants needed to synthesize it. The reactants are: [N:1]1([C:7]2[N:8]=[C:9]([CH2:14][C:15]([O-:17])=O)[NH:10][C:11](=[O:13])[CH:12]=2)[CH2:6][CH2:5][O:4][CH2:3][CH2:2]1.[Na+].[CH2:19]([O:21][C:22]1[CH:30]=[CH:29][CH:28]=[C:27]2[C:23]=1[CH2:24][CH2:25][NH:26]2)[CH3:20].Cl.CN(C)CCCN=C=NCC. (5) Given the product [CH3:3][O:5][C:6](=[O:14])[CH:7]([F:13])[C:8]([OH:10])=[O:9], predict the reactants needed to synthesize it. The reactants are: [OH-].[K+].[CH2:3]([O:5][C:6](=[O:14])[CH:7]([F:13])[C:8]([O:10]CC)=[O:9])C. (6) Given the product [CH2:17]([O:14][C:9]1[C:8]([CH2:7][C:6]2[CH:5]=[CH:4][C:3]([CH2:1][CH3:2])=[CH:16][CH:15]=2)=[C:12]([CH3:13])[NH:11][N:10]=1)[C:18]1[CH:23]=[CH:22][CH:21]=[CH:20][CH:19]=1, predict the reactants needed to synthesize it. The reactants are: [CH2:1]([C:3]1[CH:16]=[CH:15][C:6]([CH2:7][C:8]2[C:9](=[O:14])[NH:10][NH:11][C:12]=2[CH3:13])=[CH:5][CH:4]=1)[CH3:2].[CH2:17](O)[C:18]1[CH:23]=[CH:22][CH:21]=[CH:20][CH:19]=1.C1(P(C2C=CC=CC=2)C2C=CC=CC=2)C=CC=CC=1.N(C(OCC)=O)=NC(OCC)=O. (7) Given the product [CH3:20][N:21]([CH3:34])[C:22]1[C:31]2[C:26](=[CH:27][CH:28]=[CH:29][CH:30]=2)[C:25]([C:32]([C:4]2[C:13]3[C:8](=[CH:9][C:10]([O:16][CH3:17])=[C:11]([O:14][CH3:15])[CH:12]=3)[C:7]([C:18]#[N:19])=[CH:6][N:5]=2)=[O:33])=[CH:24][CH:23]=1, predict the reactants needed to synthesize it. The reactants are: [H-].[Na+].Br[C:4]1[C:13]2[C:8](=[CH:9][C:10]([O:16][CH3:17])=[C:11]([O:14][CH3:15])[CH:12]=2)[C:7]([C:18]#[N:19])=[CH:6][N:5]=1.[CH3:20][N:21]([CH3:34])[C:22]1[C:31]2[C:26](=[CH:27][CH:28]=[CH:29][CH:30]=2)[C:25]([CH:32]=[O:33])=[CH:24][CH:23]=1.[I-].C[N+]1C=CN(C)C=1. (8) Given the product [CH3:1][C:2]1[CH:7]=[C:6]([O:8][C:9]2[C:18]([C:17]([NH:16][CH2:20][C:21]3[CH:22]=[CH:23][C:24]([O:27][CH3:28])=[CH:25][CH:26]=3)=[O:19])=[C:13]([NH:14][C:30]3[CH:35]=[CH:34][C:33]([I:36])=[CH:32][C:31]=3[F:37])[N:12]([CH3:38])[C:11](=[O:39])[CH:10]=2)[CH:5]=[CH:4][N:3]=1, predict the reactants needed to synthesize it. The reactants are: [CH3:1][C:2]1[CH:7]=[C:6]([O:8][C:9]2[C:18]3[C:17](=[O:19])[N:16]([CH2:20][C:21]4[CH:26]=[CH:25][C:24]([O:27][CH3:28])=[CH:23][CH:22]=4)C(=O)[N:14]([C:30]4[CH:35]=[CH:34][C:33]([I:36])=[CH:32][C:31]=4[F:37])[C:13]=3[N:12]([CH3:38])[C:11](=[O:39])[CH:10]=2)[CH:5]=[CH:4][N:3]=1.[OH-].[Li+].C(OCC)(=O)C. (9) Given the product [CH:1]1([C:4]2[N:9]3[N:10]=[CH:11][C:12]([C:13]#[C:14][C:26]4[CH:27]=[C:28]([S:32]([NH2:35])(=[O:34])=[O:33])[CH:29]=[CH:30][CH:31]=4)=[C:8]3[N:7]=[C:6]([C:15]3[CH:16]=[CH:17][C:18]([C:21]([F:22])([F:23])[F:24])=[CH:19][CH:20]=3)[CH:5]=2)[CH2:3][CH2:2]1, predict the reactants needed to synthesize it. The reactants are: [CH:1]1([C:4]2[N:9]3[N:10]=[CH:11][C:12]([C:13]#[CH:14])=[C:8]3[N:7]=[C:6]([C:15]3[CH:20]=[CH:19][C:18]([C:21]([F:24])([F:23])[F:22])=[CH:17][CH:16]=3)[CH:5]=2)[CH2:3][CH2:2]1.Br[C:26]1[CH:27]=[C:28]([S:32]([NH2:35])(=[O:34])=[O:33])[CH:29]=[CH:30][CH:31]=1.